This data is from Experimentally validated miRNA-target interactions with 360,000+ pairs, plus equal number of negative samples. The task is: Binary Classification. Given a miRNA mature sequence and a target amino acid sequence, predict their likelihood of interaction. (1) The miRNA is hsa-miR-3529-3p with sequence AACAACAAAAUCACUAGUCUUCCA. The protein sequence of the target gene is MTSPAAAQSREIDCLSPEAQKLAEARLAAKRAARAEAREIRMKELERQQKEEDSERYSRRSRRNTSASDEDERMSVGSRGSLRVEERPEKDFTEKGSRNMPGLSAATLASLGGTSSRRGSGDTSISIDTEASIREIKELNELKDQIQDVEGKYMQGLKEMKDSLAEVEEKYKKAMVSNAQLDNEKTNFMYQVDTLKDMLLELEEQLAESRRQYEEKNKEFEREKHAHSILQFQFAEVKEALKQREEMLEKHGIILNSEIATNGETSDTLNNVGYQGPTKMTKEELNALKSTGDGTLGRAS.... Result: 0 (no interaction). (2) The miRNA is mmu-miR-351-5p with sequence UCCCUGAGGAGCCCUUUGAGCCUG. The protein sequence of the target gene is MELFQAKDHYILQQGERALWCSRRDGGLQLRPATDLLLAWNPICLGLVEGVIGKIQLHSDLPWWLILIRQKALVGKLPGDHEVCKVTKIAVLSLSEMEPQDLELELCKKHHFGINKPEKIIPSPDDSKFLLKTFTHIKSNVSAPNKKKVKESKEKEKLERRLLEELLKMFMDSESFYYSLTYDLTNSVQRQSTGERDGRPLWQKVDDRFFWNKYMIQDLTEIGTPDVDFWIIPMIQGFVQIEELVVNYTESSDDEKSSPETPPQESTCVDDIHPRFLVALISRRSRHRAGMRYKRRGVDK.... Result: 0 (no interaction). (3) The miRNA is hsa-miR-6802-3p with sequence UUCACCCCUCUCACCUAAGCAG. The protein sequence of the target gene is MTRQSLWDVSDTDVEDGEIRINVGGFKRRLRSHTLLRFPETRLGRLLLCHSREAILELCDDYDDVQREFYFDRNPELFPYVLHFYHTGKLHVMAELCVFSFSQEIEYWGINEFFIDSCCSYSYHGRKVEPEQEKWDEQSDQESTTSSFDEILAFYNDASKFDGQPLGNFRRQLWLALDNPGYSVLSRVFSVLSILVVLGSIITMCLNSLPDFQIPDSQGNPGEDPRFEIVEHFGIAWFTFELVARFAVAPDFLKFFKNALNLIDLMSIVPFYITLVVNLVVESSPTLANLGRVAQVLRLM.... Result: 0 (no interaction). (4) The miRNA is hsa-miR-127-3p with sequence UCGGAUCCGUCUGAGCUUGGCU. The protein sequence of the target gene is MEAREPGRPTPTYHLVPNTSQSQVEEDVSSPPQRSSETMQLKKEISLLNGVSLVVGNMIGSGIFVSPKGVLVHTASYGMSLIVWAIGGLFSVVGALCYAELGTTITKSGASYAYILEAFGGFIAFIRLWVSLLVVEPTGQAIIAITFANYIIQPSFPSCDPPYLACRLLAAACICLLTFVNCAYVKWGTRVQDTFTYAKVVALIAIIVMGLVKLCQGHSEHFQDAFEGSSWDMGNLSLALYSALFSYSGWDTLNFVTEEIKNPERNLPLAIGISMPIVTLIYILTNVAYYTVLNISDVLS.... Result: 0 (no interaction). (5) The miRNA is hsa-miR-6831-5p with sequence UAGGUAGAGUGUGAGGAGGAGGUC. The protein sequence of the target gene is MGAGASAEEKHSRELEKKLKEDAEKDARTVKLLLLGAGESGKSTIVKQMKIIHQDGYSLEECLEFIAIIYGNTLQSILAIVRAMTTLNIQYGDSARQDDARKLMHMADTIEEGTMPKEMSDIIQRLWKDSGIQACFERASEYQLNDSAGYYLSDLERLVTPGYVPTEQDVLRSRVKTTGIIETQFSFKDLNFRMFDVGGQRSERKKWIHCFEGVTCIIFIAALSAYDMVLVEDDEVNRMHESLHLFNSICNHRYFATTSIVLFLNKKDVFFEKIKKAHLSICFPDYDGPNTYEDAGNYIK.... Result: 0 (no interaction). (6) The miRNA is mmu-miR-9-5p with sequence UCUUUGGUUAUCUAGCUGUAUGA. The protein sequence of the target gene is MEAPERAGGGEPPEPGGRPVLGPRAFVPQKEIVYNKLLPYAERLDAESDLQLAQIKSNLGRAVQLQELWPGGLFWTRKLSTYIRLYGRKFSKEDHVLFIKLLYELVSIPKLEISMMQGFARLLINLLKKKELLSRDDLELPWRPLYDLVERILYSKTEHLRLNSFPNSIENVLKTLVKSCRPYFPADSTAEMLEEWRPLMCPFDVTMQKAISYFEIFLPTSLPPELHHKGFKLWFDELIGLWVSVQNLPQWEGQLVNLFARLATDNIGYIDWDPYVPKIFTRILRSLNLPVGSSQVLVPR.... Result: 1 (interaction). (7) The miRNA is mmu-miR-26a-5p with sequence UUCAAGUAAUCCAGGAUAGGCU. The protein sequence of the target gene is MSKQQPTQFINPETPGYVGFANLPNQVHRKSVKKGFEFTLMVVGESGLGKSTLINSLFLTDLYPERIIPGAAEKIERTVQIEASTVEIEERGVKLRLTVVDTPGYGDAINCRDCFKTIISYIDEQFERYLHDESGLNRRHIIDNRVHCCFYFISPFGHGLKPLDVAFMKAIHNKVNIVPVIAKADTLTLKERERLKKRILDEIEEHSIKIYHLPDAESDEDEDFKEQTRLLKASIPFSVVGSNQLIEAKGKKVRGRLYPWGVVEVENPEHNDFLKLRTMLITHMQDLQEVTQDLHYENFR.... Result: 1 (interaction). (8) The miRNA is hsa-miR-6806-3p with sequence UGAAGCUCUGACAUUCCUGCAG. The protein sequence of the target gene is MGKDQELLEAARTGNVALVEKLLSGRKGGILGGGSGPLPLSNLLSIWRGPNVNCTDSSGYTALHHAALNGHKDIVLKLLQYEASTNVADNKGYFPIHLAAWKGDVEIVKILIHHGPSHSRVNEQNNENETALHCAAQYGHSEVVAVLLEELTDPTIRNSKLETPLDLAALYGRLRVVKMIISAHPNLMSCNTRKHTPLHLAARNGHKAVVQVLLEAGMDVSCQTEKGSALHEAALFGKVDVVRVLLETGIDANIKDSLGRTVLDILKEHPSQKSLQIATLLQDYLEGAGRSAAVLEEHAQ.... Result: 0 (no interaction). (9) Result: 0 (no interaction). The protein sequence of the target gene is MSAGGPCPAGAGGGPGGSSCPVGVSPGGVSMFRWLEVLEKEFDKAFVDVDLLLGEIDPDQADITYEGRQKMTSLSSCFAQLCHKAQTVSQINHKLEAQLVDLRSELTETQAEKVVLEKEVHEQLLQLHSTQLQLHAKTGQSVDSGAIKAKLSVHSVEDLERELEANKTEKVKEARLEAEVKLLRKENEALRRHIAVLQAEVYGARLAAKYLDKELAGRVQQIQLLGRDMKGPAHDKLWNQLEAEIHLHRHKTVIRACRGRNDLKRPMQAPPGHDQDSLKKSQGVGPIRKVLLLKEDHEGL.... The miRNA is hsa-miR-4451 with sequence UGGUAGAGCUGAGGACA.